From a dataset of Full USPTO retrosynthesis dataset with 1.9M reactions from patents (1976-2016). Predict the reactants needed to synthesize the given product. (1) Given the product [CH3:10][N:12]1[CH2:17][CH2:16][C:15]2[CH:18]=[CH:19][O:20][C:14]=2[CH2:13]1, predict the reactants needed to synthesize it. The reactants are: C(O)C.Cl.C(O[C:10]([N:12]1[CH2:17][CH2:16][C:15]2[CH:18]=[CH:19][O:20][C:14]=2[CH2:13]1)=O)(C)(C)C.C=O.C(O[BH-](OC(=O)C)OC(=O)C)(=O)C.[Na+].C(=O)(O)[O-].[Na+]. (2) Given the product [CH:12]([N:10]1[CH2:9][C:8]([CH2:7][NH:6][C:3](=[O:4])[CH2:2][Cl:1])([OH:25])[CH2:11]1)([C:19]1[CH:24]=[CH:23][CH:22]=[CH:21][CH:20]=1)[C:13]1[CH:18]=[CH:17][CH:16]=[CH:15][CH:14]=1, predict the reactants needed to synthesize it. The reactants are: [Cl:1][CH2:2][C:3](Cl)=[O:4].[NH2:6][CH2:7][C:8]1([OH:25])[CH2:11][N:10]([CH:12]([C:19]2[CH:24]=[CH:23][CH:22]=[CH:21][CH:20]=2)[C:13]2[CH:18]=[CH:17][CH:16]=[CH:15][CH:14]=2)[CH2:9]1.C(=O)([O-])[O-].[K+].[K+]. (3) Given the product [CH3:29][C:30]1([CH3:42])[O:34][C@@H:33]([C:35]2[N:36]=[CH:37][C:38]([NH:41][C:6](=[O:7])[C@@H:5]([N:9]3[CH2:17][C:16]4[C:11](=[CH:12][CH:13]=[CH:14][C:15]=4[C:18]([F:20])([F:19])[F:21])[C:10]3=[O:22])[CH2:4][CH2:3][S:2][CH3:1])=[N:39][CH:40]=2)[CH2:32][O:31]1, predict the reactants needed to synthesize it. The reactants are: [CH3:1][S:2][CH2:3][CH2:4][C@H:5]([N:9]1[CH2:17][C:16]2[C:11](=[CH:12][CH:13]=[CH:14][C:15]=2[C:18]([F:21])([F:20])[F:19])[C:10]1=[O:22])[C:6](O)=[O:7].C(Cl)(=O)C(Cl)=O.[CH3:29][C:30]1([CH3:42])[O:34][C@@H:33]([C:35]2[N:36]=[CH:37][C:38]([NH2:41])=[N:39][CH:40]=2)[CH2:32][O:31]1.N1C(C)=CC=CC=1C. (4) Given the product [OH:20][CH2:19][C:18]([NH:17][C:15]([NH:14][C:5]1[CH:4]=[C:3]2[C:8](=[CH:7][CH:6]=1)[N:9]=[CH:10][N:11]=[C:1]2[NH:2][C:26]1[CH:27]=[CH:28][C:29]([O:30][C:31]2[CH:32]=[CH:33][C:34]3[O:38][C:37]([CH3:39])=[N:36][C:35]=3[CH:40]=2)=[C:24]([CH3:23])[CH:25]=1)=[S:16])([CH3:21])[CH3:22], predict the reactants needed to synthesize it. The reactants are: [C:1]([C:3]1[CH:4]=[C:5]([NH:14][C:15]([NH:17][C:18]([CH3:22])([CH3:21])[CH2:19][OH:20])=[S:16])[CH:6]=[CH:7][C:8]=1[N:9]=[CH:10][N:11](C)C)#[N:2].[CH3:23][C:24]1[CH:25]=[C:26](N)[CH:27]=[CH:28][C:29]=1[O:30][C:31]1[CH:32]=[CH:33][C:34]2[O:38][C:37]([CH3:39])=[N:36][C:35]=2[CH:40]=1.C(O)(=O)C. (5) The reactants are: [OH:1][CH2:2][CH2:3][CH2:4][N:5]1[CH2:10][CH2:9][CH:8]([C:11]2[CH:12]=[C:13]([NH:17][C:18](=[O:22])[CH:19]([CH3:21])[CH3:20])[CH:14]=[CH:15][CH:16]=2)[CH2:7][CH2:6]1.[F:23][C:24]1[CH:29]=[CH:28][C:27]([CH2:30][C:31](Cl)=[O:32])=[CH:26][CH:25]=1. Given the product [F:23][C:24]1[CH:29]=[CH:28][C:27]([CH2:30][C:31]([O:1][CH2:2][CH2:3][CH2:4][N:5]2[CH2:10][CH2:9][CH:8]([C:11]3[CH:16]=[CH:15][CH:14]=[C:13]([NH:17][C:18](=[O:22])[CH:19]([CH3:20])[CH3:21])[CH:12]=3)[CH2:7][CH2:6]2)=[O:32])=[CH:26][CH:25]=1, predict the reactants needed to synthesize it. (6) Given the product [F:17][C:4]1[CH:3]=[C:2]([C:24]2[CH:23]=[CH:22][C:21]([O:20][C:19]([F:18])([F:30])[F:31])=[CH:26][CH:25]=2)[C:10]2[N:9]3[CH2:11][CH2:12][NH:13][C:14](=[O:15])[C:8]3=[C:7]([CH3:16])[C:6]=2[CH:5]=1, predict the reactants needed to synthesize it. The reactants are: Br[C:2]1[C:10]2[N:9]3[CH2:11][CH2:12][NH:13][C:14](=[O:15])[C:8]3=[C:7]([CH3:16])[C:6]=2[CH:5]=[C:4]([F:17])[CH:3]=1.[F:18][C:19]([F:31])([F:30])[O:20][C:21]1[CH:26]=[CH:25][C:24](B(O)O)=[CH:23][CH:22]=1. (7) The reactants are: Br[C:2]1[CH:7]=[CH:6][C:5]([C@@H:8]2[C@@H:10]([C:11]3[CH:16]=[CH:15][CH:14]=[CH:13][CH:12]=3)[C@H:9]2[C:17]([O:19][CH3:20])=[O:18])=[CH:4][CH:3]=1.[O:21]1[CH:25]=[CH:24][N:23]=[CH:22]1.C(P(C(C)(C)C)C1C(C)=C(C)C(C)=C(C)C=1C1C(C(C)C)=CC(C(C)C)=CC=1C(C)C)(C)(C)C.C([O-])([O-])=O.[K+].[K+].C(O)(=O)C(C)(C)C. Given the product [O:21]1[C:25]([C:2]2[CH:7]=[CH:6][C:5]([C@@H:8]3[C@@H:10]([C:11]4[CH:16]=[CH:15][CH:14]=[CH:13][CH:12]=4)[C@H:9]3[C:17]([O:19][CH3:20])=[O:18])=[CH:4][CH:3]=2)=[CH:24][N:23]=[CH:22]1, predict the reactants needed to synthesize it.